Binary Classification. Given a drug SMILES string, predict its activity (active/inactive) in a high-throughput screening assay against a specified biological target. From a dataset of HIV replication inhibition screening data with 41,000+ compounds from the AIDS Antiviral Screen. (1) The drug is CC(C)C1=CC23CCC4C(C)(C)CCCC4(C(=O)O2)C3=CC1=O. The result is 0 (inactive). (2) The compound is Cn1c(=O)c2sc3cc4c(cc3c2c2ccccc21)sc1c(=O)n(C)c2ccccc2c14. The result is 0 (inactive).